Task: Predict the reactants needed to synthesize the given product.. Dataset: Full USPTO retrosynthesis dataset with 1.9M reactions from patents (1976-2016) (1) The reactants are: [Br:1][C:2]1[C:7]([C:8]2[CH:13]=[CH:12][CH:11]=[CH:10][CH:9]=2)=[N:6][NH:5][C:4](=[O:14])[CH:3]=1.[CH3:15]OC(OC)N(C)C. Given the product [Br:1][C:2]1[C:7]([C:8]2[CH:13]=[CH:12][CH:11]=[CH:10][CH:9]=2)=[N:6][N:5]([CH3:15])[C:4](=[O:14])[CH:3]=1, predict the reactants needed to synthesize it. (2) Given the product [Cl:12][C:8]1[C:9]2[C:4](=[CH:3][C:2]([CH:21]=[O:22])=[CH:11][CH:10]=2)[CH:5]=[C:6]([Cl:13])[N:7]=1, predict the reactants needed to synthesize it. The reactants are: Br[C:2]1[CH:3]=[C:4]2[C:9](=[CH:10][CH:11]=1)[C:8]([Cl:12])=[N:7][C:6]([Cl:13])=[CH:5]2.C([Li])CCC.CN(C)[CH:21]=[O:22]. (3) Given the product [CH3:2][O:3][C:4]1[CH:9]=[CH:8][C:7]([C:10](=[O:12])[CH2:11][C:13](=[O:19])[C:14]([O:16][CH2:17][CH3:18])=[O:15])=[CH:6][CH:5]=1, predict the reactants needed to synthesize it. The reactants are: [Na].[CH3:2][O:3][C:4]1[CH:9]=[CH:8][C:7]([C:10](=[O:12])[CH3:11])=[CH:6][CH:5]=1.[C:13](OCC)(=[O:19])[C:14]([O:16][CH2:17][CH3:18])=[O:15].